Dataset: TCR-epitope binding with 47,182 pairs between 192 epitopes and 23,139 TCRs. Task: Binary Classification. Given a T-cell receptor sequence (or CDR3 region) and an epitope sequence, predict whether binding occurs between them. (1) The epitope is YVFCTVNAL. The TCR CDR3 sequence is CASSLSLGPPYNEQFF. Result: 1 (the TCR binds to the epitope). (2) The epitope is AVFDRKSDAK. The TCR CDR3 sequence is CASYPVPGLKTQYF. Result: 1 (the TCR binds to the epitope).